This data is from Catalyst prediction with 721,799 reactions and 888 catalyst types from USPTO. The task is: Predict which catalyst facilitates the given reaction. (1) Reactant: [F-].[Cs+].[CH3:3][C:4]1[CH:5]=[C:6]([CH:11]=[CH:12][C:13]=1[CH:14]1[C:23]2[C:22]([C:24]3[CH:29]=[CH:28][CH:27]=[CH:26][N:25]=3)=[N:21][N:20]([CH3:30])[C:19]=2[CH2:18][C:17](=[O:31])[CH2:16][CH2:15]1)[C:7]([O:9][CH3:10])=[O:8].[F:32][C:33]([Si](C)(C)C)([F:35])[F:34].[F-].C([N+](CCCC)(CCCC)CCCC)CCC.C1COCC1. Product: [OH:31][C@:17]1([C:33]([F:35])([F:34])[F:32])[CH2:18][C:19]2[N:20]([CH3:30])[N:21]=[C:22]([C:24]3[CH:29]=[CH:28][CH:27]=[CH:26][N:25]=3)[C:23]=2[C@@H:14]([C:13]2[CH:12]=[CH:11][C:6]([C:7]([O:9][CH3:10])=[O:8])=[CH:5][C:4]=2[CH3:3])[CH2:15][CH2:16]1. The catalyst class is: 57. (2) Reactant: [Br:1][C:2]1[CH:7]=[CH:6][C:5]([NH:8][C:9]2[N:17]=[C:16](Cl)[CH:15]=[CH:14][C:10]=2[C:11]([OH:13])=[O:12])=[C:4]([F:19])[CH:3]=1.BrC1C=CC(N)=C(F)C=1.C[Si]([N-][Si](C)(C)C)(C)C.[Li+].ClC1N=C(Cl)C=CC=1C(O)=[O:43]. Product: [Br:1][C:2]1[CH:7]=[CH:6][C:5]([NH:8][C:9]2[NH:17][C:16](=[O:43])[CH:15]=[CH:14][C:10]=2[C:11]([OH:13])=[O:12])=[C:4]([F:19])[CH:3]=1. The catalyst class is: 1. (3) Reactant: [CH:1]([C:3]1[CH:4]=[CH:5][C:6]2[S:11][CH2:10][C:9](=[O:12])[NH:8][C:7]=2[CH:13]=1)=[CH2:2].B.C1C[O:18]CC1.[OH-].[Na+].OO. Product: [OH:18][CH2:2][CH2:1][C:3]1[CH:4]=[CH:5][C:6]2[S:11][CH2:10][C:9](=[O:12])[NH:8][C:7]=2[CH:13]=1. The catalyst class is: 20. (4) Product: [C:1]([C:3]1[CH:8]=[CH:7][C:6]([CH:9]2[N:14]([CH2:15][C:16]([N:68]([CH2:69][CH2:70][OH:71])[CH3:67])=[O:18])[C:13](=[O:19])[N:12]([C:20]3[CH:25]=[CH:24][CH:23]=[C:22]([C:26]([F:29])([F:28])[F:27])[CH:21]=3)[C:11]3[CH2:30][CH2:31][C:32](=[O:33])[C:10]2=3)=[C:5]([S:34]([CH3:37])(=[O:36])=[O:35])[CH:4]=1)#[N:2]. The catalyst class is: 9. Reactant: [C:1]([C:3]1[CH:8]=[CH:7][C:6]([CH:9]2[N:14]([CH2:15][C:16]([OH:18])=O)[C:13](=[O:19])[N:12]([C:20]3[CH:25]=[CH:24][CH:23]=[C:22]([C:26]([F:29])([F:28])[F:27])[CH:21]=3)[C:11]3[CH2:30][CH2:31][C:32](=[O:33])[C:10]2=3)=[C:5]([S:34]([CH3:37])(=[O:36])=[O:35])[CH:4]=1)#[N:2].C(N(CC)CC)C.F[B-](F)(F)F.C[N+](C)=C(N(C)C)ON1C2C=CC=CC=2N=N1.[CH3:67][NH:68][CH2:69][CH2:70][OH:71].